From a dataset of Reaction yield outcomes from USPTO patents with 853,638 reactions. Predict the reaction yield, written as a fraction of the theoretical maximum amount of product (1.0 means a 100% yield; for example, 0.34 means a 34% yield). The reactants are C[O:2][C:3]1[C:4]2[C:8]([CH:9]=[C:10]([C:12]([O:14][CH3:15])=[O:13])[CH:11]=1)=[N:7][N:6]([CH3:16])[CH:5]=2.B(Br)(Br)Br.S(=O)(=O)(O)O. The catalyst is ClCCl. The product is [OH:2][C:3]1[C:4]2[C:8]([CH:9]=[C:10]([C:12]([O:14][CH3:15])=[O:13])[CH:11]=1)=[N:7][N:6]([CH3:16])[CH:5]=2. The yield is 0.700.